From a dataset of Forward reaction prediction with 1.9M reactions from USPTO patents (1976-2016). Predict the product of the given reaction. (1) Given the reactants [S:1](Cl)([CH3:4])(=[O:3])=[O:2].[NH2:6][C:7]1[N:8]=[C:9]([C:16]([C:18]2[CH:19]=[C:20]3[C:25](=[CH:26][CH:27]=2)[NH:24][C:23](=[O:28])[N:22]([CH2:29][CH2:30][CH3:31])[C:21]3=[O:32])=[O:17])[N:10]2[CH:15]=[CH:14][CH:13]=[CH:12][C:11]=12.CO, predict the reaction product. The product is: [O:28]=[C:23]1[N:22]([CH2:29][CH2:30][CH3:31])[C:21](=[O:32])[C:20]2[C:25](=[CH:26][CH:27]=[C:18]([C:16]([C:9]3[N:10]4[CH:15]=[CH:14][CH:13]=[CH:12][C:11]4=[C:7]([NH:6][S:1]([CH3:4])(=[O:3])=[O:2])[N:8]=3)=[O:17])[CH:19]=2)[NH:24]1. (2) Given the reactants Cl.C[O:3][C:4](=[O:16])[C@H:5]([CH2:7][C:8]1[CH:13]=[CH:12][C:11]([Cl:14])=[C:10]([Br:15])[CH:9]=1)[NH2:6].[Cl:17][C:18]1[CH:26]=[CH:25][C:21]([C:22](O)=[O:23])=[C:20]([NH:27][S:28]([C:31]2[C:32]3[N:33]=[CH:34][CH:35]=[N:36][C:37]=3[CH:38]=[CH:39][CH:40]=2)(=[O:30])=[O:29])[CH:19]=1, predict the reaction product. The product is: [C:4]([OH:16])(=[O:3])[CH2:5][CH3:7].[Br:15][C:10]1[CH:9]=[C:8]([CH2:7][C@H:5]([NH:6][C:22](=[O:23])[C:21]2[CH:25]=[CH:26][C:18]([Cl:17])=[CH:19][C:20]=2[NH:27][S:28]([C:31]2[C:32]3[N:33]=[CH:34][CH:35]=[N:36][C:37]=3[CH:38]=[CH:39][CH:40]=2)(=[O:30])=[O:29])[C:4]([OH:3])=[O:16])[CH:13]=[CH:12][C:11]=1[Cl:14]. (3) Given the reactants [CH3:1][C:2]([C:4]1[CH:9]=[CH:8][C:7]([Br:10])=[CH:6][CH:5]=1)=O.S(=O)(=O)(O)O.S(OS([O-])(=O)=O)([O-])(=O)=O.[K+].[K+], predict the reaction product. The product is: [Br:10][C:7]1[CH:8]=[CH:9][C:4]([C:2]2[CH:1]=[C:2]([C:4]3[CH:9]=[CH:8][C:7]([Br:10])=[CH:6][CH:5]=3)[CH:1]=[C:2]([C:4]3[CH:9]=[CH:8][C:7]([Br:10])=[CH:6][CH:5]=3)[CH:1]=2)=[CH:5][CH:6]=1.